This data is from Forward reaction prediction with 1.9M reactions from USPTO patents (1976-2016). The task is: Predict the product of the given reaction. (1) Given the reactants [Cl:1][C:2]1[C:6]([N:7]2[CH2:11][C:10](=[O:12])[NH:9][S:8]2(=[O:14])=[O:13])=[CH:5][S:4][C:3]=1[C:15]1[CH:16]=[C:17]([N:21]([CH:26]2[CH2:31][CH2:30][CH2:29][CH2:28][CH2:27]2)S(N)(=O)=O)[CH:18]=[CH:19][CH:20]=1.Cl, predict the reaction product. The product is: [Cl:1][C:2]1[C:6]([N:7]2[S:8](=[O:14])(=[O:13])[NH:9][C:10](=[O:12])[CH2:11]2)=[CH:5][S:4][C:3]=1[C:15]1[CH:20]=[CH:19][CH:18]=[C:17]([NH:21][CH:26]2[CH2:27][CH2:28][CH2:29][CH2:30][CH2:31]2)[CH:16]=1. (2) The product is: [OH:29][C:6]1[C:7]([CH:9]2[C:17]3[C:12](=[CH:13][CH:14]=[CH:15][CH:16]=3)[N:11]([CH2:18][C:19]3[O:20][C:21]([C:24]([F:27])([F:26])[F:25])=[CH:22][CH:23]=3)[C:10]2=[O:28])=[CH:8][C:3]([O:2][CH3:1])=[N:4][CH:5]=1. Given the reactants [CH3:1][O:2][C:3]1[CH:8]=[C:7]([CH:9]2[C:17]3[C:12](=[CH:13][CH:14]=[CH:15][CH:16]=3)[N:11]([CH2:18][C:19]3[O:20][C:21]([C:24]([F:27])([F:26])[F:25])=[CH:22][CH:23]=3)[C:10]2=[O:28])[C:6]([O:29]COC)=[CH:5][N:4]=1.FC(F)(F)C(O)=O, predict the reaction product. (3) Given the reactants [Br:1][C:2]1[CH:3]=[C:4]([OH:9])[C:5]([OH:8])=[N:6][CH:7]=1.C([O-])([O-])=O.[K+].[K+].Br[CH2:17][CH2:18]Br, predict the reaction product. The product is: [Br:1][C:2]1[CH:3]=[C:4]2[O:9][CH2:18][CH2:17][O:8][C:5]2=[N:6][CH:7]=1.